From a dataset of Forward reaction prediction with 1.9M reactions from USPTO patents (1976-2016). Predict the product of the given reaction. Given the reactants [Cl:1][C:2]1[CH:3]=[C:4]([C:9](=O)[CH2:10][C:11]([O:13]CC)=O)[CH:5]=[CH:6][C:7]=1[Cl:8].[NH2:17][C:18]1[NH:22][N:21]=[CH:20][C:19]=1[C:23]#[N:24].CC1C=CC(S(O)(=O)=O)=CC=1, predict the reaction product. The product is: [Cl:1][C:2]1[CH:3]=[C:4]([C:9]2[NH:17][C:18]3[N:22]([N:21]=[CH:20][C:19]=3[C:23]#[N:24])[C:11](=[O:13])[CH:10]=2)[CH:5]=[CH:6][C:7]=1[Cl:8].